From a dataset of NCI-60 drug combinations with 297,098 pairs across 59 cell lines. Regression. Given two drug SMILES strings and cell line genomic features, predict the synergy score measuring deviation from expected non-interaction effect. Drug 1: CN(CCCl)CCCl.Cl. Drug 2: C(CCl)NC(=O)N(CCCl)N=O. Synergy scores: CSS=47.0, Synergy_ZIP=-2.85, Synergy_Bliss=1.56, Synergy_Loewe=2.50, Synergy_HSA=5.34. Cell line: U251.